The task is: Predict the reaction yield, written as a fraction of the theoretical maximum amount of product (1.0 means a 100% yield; for example, 0.34 means a 34% yield).. This data is from Reaction yield outcomes from USPTO patents with 853,638 reactions. The reactants are [C:1]([C:5]1[CH:9]=[C:8]([CH2:10][NH:11][C:12]([NH:14][C:15]2[CH:16]=[N:17][C:18]([CH:21]3[CH2:25][O:24]C(C)(C)[O:22]3)=[CH:19][CH:20]=2)=[O:13])[N:7]([C:28]2[CH:33]=[CH:32][CH:31]=[C:30]([Cl:34])[CH:29]=2)[N:6]=1)([CH3:4])([CH3:3])[CH3:2]. The catalyst is CO.[Cl-].[Cl-].[Cl-].[Cl-].[Zr+4]. The product is [C:1]([C:5]1[CH:9]=[C:8]([CH2:10][NH:11][C:12]([NH:14][C:15]2[CH:16]=[N:17][C:18]([CH:21]([OH:22])[CH2:25][OH:24])=[CH:19][CH:20]=2)=[O:13])[N:7]([C:28]2[CH:33]=[CH:32][CH:31]=[C:30]([Cl:34])[CH:29]=2)[N:6]=1)([CH3:4])([CH3:2])[CH3:3]. The yield is 0.210.